From a dataset of NCI-60 drug combinations with 297,098 pairs across 59 cell lines. Regression. Given two drug SMILES strings and cell line genomic features, predict the synergy score measuring deviation from expected non-interaction effect. (1) Drug 1: C1=C(C(=O)NC(=O)N1)N(CCCl)CCCl. Drug 2: C1=NC(=NC(=O)N1C2C(C(C(O2)CO)O)O)N. Cell line: HT29. Synergy scores: CSS=26.9, Synergy_ZIP=-5.52, Synergy_Bliss=3.33, Synergy_Loewe=1.45, Synergy_HSA=3.45. (2) Drug 1: CN(CC1=CN=C2C(=N1)C(=NC(=N2)N)N)C3=CC=C(C=C3)C(=O)NC(CCC(=O)O)C(=O)O. Drug 2: C1CN(P(=O)(OC1)NCCCl)CCCl. Cell line: HOP-92. Synergy scores: CSS=3.15, Synergy_ZIP=-5.26, Synergy_Bliss=-2.99, Synergy_Loewe=-16.1, Synergy_HSA=-6.76.